Dataset: Peptide-MHC class II binding affinity with 134,281 pairs from IEDB. Task: Regression. Given a peptide amino acid sequence and an MHC pseudo amino acid sequence, predict their binding affinity value. This is MHC class II binding data. The peptide sequence is TPTEKDEYCARVNH. The MHC is HLA-DQA10301-DQB10302 with pseudo-sequence HLA-DQA10301-DQB10302. The binding affinity (normalized) is 0.0487.